The task is: Binary Classification. Given a miRNA mature sequence and a target amino acid sequence, predict their likelihood of interaction.. This data is from Experimentally validated miRNA-target interactions with 360,000+ pairs, plus equal number of negative samples. (1) The miRNA is hsa-miR-5192 with sequence AGGAGAGUGGAUUCCAGGUGGU. The protein sequence of the target gene is MESEGPPESESSEFFSQQEEENEEEEAQEPEETGPKNPLLQPALTGDVEGLQKIFEDPENPHHEQAMQLLLEEDIVGRNLLYAACMAGQSDVIRALAKYGVNLNEKTTRGYTLLHCAAAWGRLETLKALVELDVDIEALNFREERARDVAARYSQTECVEFLDWADARLTLKKYIAKVSLAVTDTEKGSGKLLKEDKNTILSACRAKNEWLETHTEASINELFEQRQQLEDIVTPIFTKMTTPCQVKSAKSVTSHDQKRSQDDTSN. Result: 1 (interaction). (2) Result: 0 (no interaction). The miRNA is hsa-miR-450a-5p with sequence UUUUGCGAUGUGUUCCUAAUAU. The protein sequence of the target gene is MFNPHALDSPAVIFDNGSGFCKAGLSGEFGPRHMVSSIVGHLKFQAPSAEANQKKYFVGEEALYKQEALQLHSPFERGLITGWDDVERLWKHLFEWELGVKPSDQPLLATEPSLNPRENREKMAEVMFENFGVPAFYLSDQAVLALYASACVTGLVVDSGDAVTCTVPIFEGYSLPHAVTKLHVAGRDITELLMQLLLASGHTFPCQLDKGLVDDIKKKLCYVALEPEKELSRRPEEVLREYKLPDGNIISLGDPLHQAPEALFVPQQLGSQSPGLSNMVSSSITKCDTDIQKILFGEIV.... (3) The miRNA is hsa-miR-345-5p with sequence GCUGACUCCUAGUCCAGGGCUC. The protein sequence of the target gene is MDIASPPTSKCITYWKRKVKSEYMRLRQLKRLQANMGAKALYVANFAKVQEKTQILNEEWKKLRVQPVQPMKPVSGHPFLKKCTIESIFPGFDSQDMLMRSLNTVALVPIMYSWSPLQQNFMVEDETVLCNIPYMGDEVKEEDETFIEELINNYDGKVHGEEEMIPGSVLISDAVFLELVDALNQYSDEEEDGHNDPSDGKQDDSKEDLPVTRKRKRHAIEGNKKSSKKQFPNDMIFSAIASMFPENGVPDDMKERYRELTEMSDPNALPPQCTPNIDGPNAKSVQREQSLHSFHTLFCR.... Result: 0 (no interaction). (4) Result: 0 (no interaction). The miRNA is mmu-miR-125b-5p with sequence UCCCUGAGACCCUAACUUGUGA. The protein sequence of the target gene is MAGLNVSLSFFFATFTLCEAARRASKALLPVGAYEVFAREAMRTLVELGPWAGDFGPDLLLTLLFLLFLAHGVTLDGASANPTVSLQEFLMAEESLPGTLLKLAAQGLGMQAACTLTRLCWAWELSDLHLLQSLMAQSCSSALRTSVPHGALVEAACAFCFHLTLLHLRHSPPAYSGPAVALLVTVTAYTAGPFTSAFFNPALAASVTFACSGHTLLEYVQVYWLGPLTGMVLAVLLHQGRLPHLFQRNLFYGQKNKYRAPRGKPAPASGDTQTPAKGSSVREPGRSGVEGPHSS. (5) The miRNA is hsa-miR-324-3p with sequence CCCACUGCCCCAGGUGCUGCUGG. The protein sequence of the target gene is MFSQQQQQQLQQQQQQLQQLQQQQLQQQQLQQQQLLQLQQLLQQSPPQAPLPMAVSRGLPPQQPQQPLLNLQGTNSASLLNGSMLQRALLLQQLQGLDQFAMPPATYDTAGLTMPTATLGNLRGYGMASPGLAAPSLTPPQLATPNLQQFFPQATRQSLLGPPPVGVPMNPSQFNLSGRNPQKQARTSSSTTPNRKDSSSQTMPVEDKSDPPEGSEEAAEPRMDTPEDQDLPPCPEDIAKEKRTPAPEPEPCEASELPAKRLRSSEEPTEKEPPGQLQVKAQPQARMTVPKQTQTPDLLP.... Result: 1 (interaction).